This data is from Forward reaction prediction with 1.9M reactions from USPTO patents (1976-2016). The task is: Predict the product of the given reaction. Given the reactants [O:1]1[CH2:6][CH2:5][O:4][C:3]2[CH:7]=[C:8]([OH:11])[CH:9]=[CH:10][C:2]1=2.BrC1C=C(O)C=CC=1.[CH3:20][O:21][C:22]1[CH:42]=[CH:41][C:25]([CH2:26][N:27]2[C:35]3[C:30](=[C:31]4[S:38][CH:37]=[N:36][C:32]4=[CH:33][CH:34]=3)[C:29](=[O:39])[C:28]2=[O:40])=[CH:24][CH:23]=1.FC(F)(F)C1OC(CN2C3C(=CC=CC=3)C(=O)C2=O)=CC=1, predict the reaction product. The product is: [OH:39][C:29]1([C:9]2[C:8]([OH:11])=[CH:7][C:3]3[O:4][CH2:5][CH2:6][O:1][C:2]=3[CH:10]=2)[C:30]2[C:35](=[CH:34][CH:33]=[C:32]3[N:36]=[CH:37][S:38][C:31]3=2)[N:27]([CH2:26][C:25]2[CH:41]=[CH:42][C:22]([O:21][CH3:20])=[CH:23][CH:24]=2)[C:28]1=[O:40].